Dataset: Forward reaction prediction with 1.9M reactions from USPTO patents (1976-2016). Task: Predict the product of the given reaction. (1) Given the reactants Cl[C:2]1[C:11]2[C:6](=[CH:7][CH:8]=[CH:9][C:10]=2[O:12][CH2:13][CH2:14][N:15]([CH3:19])[C:16](=[O:18])[CH3:17])[N:5]=[CH:4][N:3]=1.[Cl:20][C:21]1[CH:22]=[C:23]([CH:25]=[CH:26][C:27]=1[O:28][C:29]([CH3:37])([C:31]1[CH:36]=[CH:35][CH:34]=[CH:33][N:32]=1)[CH3:30])[NH2:24], predict the reaction product. The product is: [Cl:20][C:21]1[CH:22]=[C:23]([NH:24][C:2]2[C:11]3[C:6](=[CH:7][CH:8]=[CH:9][C:10]=3[O:12][CH2:13][CH2:14][N:15]([CH3:19])[C:16](=[O:18])[CH3:17])[N:5]=[CH:4][N:3]=2)[CH:25]=[CH:26][C:27]=1[O:28][C:29]([CH3:30])([C:31]1[CH:36]=[CH:35][CH:34]=[CH:33][N:32]=1)[CH3:37]. (2) Given the reactants [F:1][C:2]1[CH:27]=[CH:26][C:5]([CH2:6][N:7]2[C:11]3=[CH:12][N:13]=[C:14]([C:16]([O:18]C)=[O:17])[CH:15]=[C:10]3[C:9]([CH2:20][O:21][CH2:22][CH2:23][O:24][CH3:25])=[CH:8]2)=[CH:4][CH:3]=1.O.[OH-].[Li+].O, predict the reaction product. The product is: [F:1][C:2]1[CH:3]=[CH:4][C:5]([CH2:6][N:7]2[C:11]3=[CH:12][N:13]=[C:14]([C:16]([OH:18])=[O:17])[CH:15]=[C:10]3[C:9]([CH2:20][O:21][CH2:22][CH2:23][O:24][CH3:25])=[CH:8]2)=[CH:26][CH:27]=1. (3) Given the reactants [NH2:1][C:2]1[N:7]=[CH:6][N:5]=[C:4]2[N:8]([CH2:25][CH:26]3[CH2:29][CH2:28][N:27]3[C:30](=[O:34])[CH2:31][C:32]#[N:33])[N:9]=[C:10]([C:11]3[CH:16]=[CH:15][C:14]([O:17][C:18]4[CH:23]=[CH:22][CH:21]=[CH:20][CH:19]=4)=[CH:13][C:12]=3[F:24])[C:3]=12.[CH3:35][C:36]([N:40]1[CH2:45][CH2:44][N:43]([CH3:46])[CH2:42][CH2:41]1)([CH3:39])[CH:37]=O.N1CCCC1.[Si](Cl)(C)(C)C, predict the reaction product. The product is: [NH2:1][C:2]1[N:7]=[CH:6][N:5]=[C:4]2[N:8]([CH2:25][CH:26]3[CH2:29][CH2:28][N:27]3[C:30]([C:31](=[CH:37][C:36]([CH3:39])([N:40]3[CH2:41][CH2:42][N:43]([CH3:46])[CH2:44][CH2:45]3)[CH3:35])[C:32]#[N:33])=[O:34])[N:9]=[C:10]([C:11]3[CH:16]=[CH:15][C:14]([O:17][C:18]4[CH:19]=[CH:20][CH:21]=[CH:22][CH:23]=4)=[CH:13][C:12]=3[F:24])[C:3]=12. (4) Given the reactants C([O:4][C:5]1[CH:20]=[CH:19][C:8]([CH2:9][O:10][CH2:11][CH2:12][C:13]2[CH:17]=[CH:16][N:15](C)[N:14]=2)=[C:7]([CH3:21])[CH:6]=1)C=C.[CH3:22]N1C(=O)CC(=O)N(C)C1=O, predict the reaction product. The product is: [CH3:21][C:7]1[CH:6]=[C:5]([OH:4])[CH:20]=[CH:19][C:8]=1[CH2:9][O:10][CH2:11][CH2:12][C:13]1[N:14]([CH3:22])[N:15]=[CH:16][CH:17]=1. (5) Given the reactants ClC(Cl)(Cl)C(Cl)(Cl)Cl.[F:9][C:10]1[CH:11]=[CH:12][C:13]([NH:16][NH:17][C:18]([N:20]2[CH2:25][CH2:24][CH2:23][CH2:22][CH2:21]2)=O)=[N:14][CH:15]=1.C1(P(C2C=CC=CC=2)C2C=CC=CC=2)C=CC=CC=1.C(N(CC)CC)C, predict the reaction product. The product is: [F:9][C:10]1[CH:11]=[CH:12][C:13]2[N:14]([C:18]([N:20]3[CH2:25][CH2:24][CH2:23][CH2:22][CH2:21]3)=[N:17][N:16]=2)[CH:15]=1.